From a dataset of Full USPTO retrosynthesis dataset with 1.9M reactions from patents (1976-2016). Predict the reactants needed to synthesize the given product. (1) Given the product [CH3:1][O:2][C:3]1[CH:8]=[CH:7][C:6]([C:9]([C:11]2[S:19][C:14]3[N:15]([CH2:22][CH2:23][N:24]4[CH2:29][CH2:28][O:27][CH2:26][CH2:25]4)[C:16]([CH3:18])=[CH:17][C:13]=3[CH:12]=2)=[O:10])=[CH:5][CH:4]=1, predict the reactants needed to synthesize it. The reactants are: [CH3:1][O:2][C:3]1[CH:8]=[CH:7][C:6]([C:9]([C:11]2[S:19][C:14]3[NH:15][C:16]([CH3:18])=[CH:17][C:13]=3[CH:12]=2)=[O:10])=[CH:5][CH:4]=1.Cl.Cl[CH2:22][CH2:23][N:24]1[CH2:29][CH2:28][O:27][CH2:26][CH2:25]1.C(=O)([O-])[O-].[K+].[K+]. (2) Given the product [CH2:13]([C:17]1[N:18]=[C:19]([CH2:39][CH2:40][C:41]2[CH:42]=[CH:43][CH:44]=[CH:45][CH:46]=2)[NH:20][C:21](=[O:38])[C:22]=1[CH2:23][C:24]1[CH:29]=[CH:28][C:27]([C:30]2[CH:35]=[CH:34][CH:33]=[CH:32][C:31]=2[C:36]2[NH:3][C:4](=[O:7])[O:5][N:37]=2)=[CH:26][CH:25]=1)[CH2:14][CH2:15][CH3:16], predict the reactants needed to synthesize it. The reactants are: [Cl-].O[NH3+:3].[C:4](=[O:7])([O-])[OH:5].[Na+].CS(C)=O.[CH2:13]([C:17]1[N:18]=[C:19]([CH2:39][CH2:40][C:41]2[CH:46]=[CH:45][CH:44]=[CH:43][CH:42]=2)[NH:20][C:21](=[O:38])[C:22]=1[CH2:23][C:24]1[CH:29]=[CH:28][C:27]([C:30]2[C:31]([C:36]#[N:37])=[CH:32][CH:33]=[CH:34][CH:35]=2)=[CH:26][CH:25]=1)[CH2:14][CH2:15][CH3:16]. (3) Given the product [F:1][C:2]([F:29])([F:28])[C:3]1[CH:4]=[C:5]([C:13]([CH3:27])([CH3:26])[C:14]([N:16]([C:18]2[CH:19]=[N:20][C:21]([Cl:25])=[CH:22][C:23]=2[C:32]2[CH:33]=[CH:34][C:35]([F:37])=[CH:36][C:31]=2[Cl:30])[CH3:17])=[O:15])[CH:6]=[C:7]([C:9]([F:12])([F:11])[F:10])[CH:8]=1, predict the reactants needed to synthesize it. The reactants are: [F:1][C:2]([F:29])([F:28])[C:3]1[CH:4]=[C:5]([C:13]([CH3:27])([CH3:26])[C:14]([N:16]([C:18]2[CH:19]=[N:20][C:21]([Cl:25])=[CH:22][C:23]=2I)[CH3:17])=[O:15])[CH:6]=[C:7]([C:9]([F:12])([F:11])[F:10])[CH:8]=1.[Cl:30][C:31]1[CH:36]=[C:35]([F:37])[CH:34]=[CH:33][C:32]=1B(O)O.C(=O)([O-])[O-].[Na+].[Na+]. (4) Given the product [F:1][C:2]1[CH:3]=[C:4]([CH:8]=[CH:9][C:10]=1[N+:11]([O-:13])=[O:12])[C:5]([NH:19][C@H:20]([C:30]([O:32][C:33]([CH3:36])([CH3:35])[CH3:34])=[O:31])[CH2:21][CH2:22][C:23]([O:25][C:26]([CH3:29])([CH3:27])[CH3:28])=[O:24])=[O:7], predict the reactants needed to synthesize it. The reactants are: [F:1][C:2]1[CH:3]=[C:4]([CH:8]=[CH:9][C:10]=1[N+:11]([O-:13])=[O:12])[C:5]([OH:7])=O.S(Cl)(Cl)=O.Cl.[NH2:19][C@H:20]([C:30]([O:32][C:33]([CH3:36])([CH3:35])[CH3:34])=[O:31])[CH2:21][CH2:22][C:23]([O:25][C:26]([CH3:29])([CH3:28])[CH3:27])=[O:24].CCN(CC)CC.FC1C=C(NCCC2C=CC=CC=2)C=CC=1C(N[C@H](C(OC(C)(C)C)=O)CCC(OC(C)(C)C)=O)=O. (5) Given the product [I:1][C:2]1[CH:8]=[CH:7][C:5]([N:6]([CH2:7][CH2:8][CH2:2][CH2:3][CH2:4][CH3:5])[CH2:16][CH2:17][CH2:18][CH2:19][CH2:20][CH3:21])=[CH:4][CH:3]=1, predict the reactants needed to synthesize it. The reactants are: [I:1][C:2]1[CH:8]=[CH:7][C:5]([NH2:6])=[CH:4][CH:3]=1.C([O-])([O-])=O.[K+].[K+].I[CH2:16][CH2:17][CH2:18][CH2:19][CH2:20][CH3:21]. (6) Given the product [C:16]([O:1][CH2:2][C@@H:3]([C@@H:5]1[C@:13]2([CH3:14])[C@H:8]([C@@H:9]([OH:15])[CH2:10][CH2:11][CH2:12]2)[CH2:7][CH2:6]1)[CH3:4])(=[O:21])[C:17]([CH3:20])([CH3:19])[CH3:18], predict the reactants needed to synthesize it. The reactants are: [OH:1][CH2:2][C@@H:3]([C@@H:5]1[C@:13]2([CH3:14])[C@H:8]([C@@H:9]([OH:15])[CH2:10][CH2:11][CH2:12]2)[CH2:7][CH2:6]1)[CH3:4].[C:16](Cl)(=[O:21])[C:17]([CH3:20])([CH3:19])[CH3:18]. (7) The reactants are: [NH2:1][CH2:2][C:3]1[CH:12]=[CH:11][C:6]([C:7]([O:9][CH3:10])=[O:8])=[CH:5][CH:4]=1.C(N(CC)C(C)C)(C)C.[Cl:22][C:23]1[CH:24]=[C:25]([N:31]2[C:35]([CH3:36])=[C:34]([C:37](Cl)=[O:38])[C:33]([CH3:40])=[N:32]2)[CH:26]=[CH:27][C:28]=1[C:29]#[N:30].Cl. Given the product [Cl:22][C:23]1[CH:24]=[C:25]([N:31]2[C:35]([CH3:36])=[C:34]([C:37]([NH:1][CH2:2][C:3]3[CH:4]=[CH:5][C:6]([C:7]([O:9][CH3:10])=[O:8])=[CH:11][CH:12]=3)=[O:38])[C:33]([CH3:40])=[N:32]2)[CH:26]=[CH:27][C:28]=1[C:29]#[N:30], predict the reactants needed to synthesize it. (8) Given the product [C:11]([O:10][C:8]([N:6]1[CH2:5][CH2:4][NH:3][C@@H:2]([CH3:1])[CH2:7]1)=[O:9])([CH3:14])([CH3:13])[CH3:12], predict the reactants needed to synthesize it. The reactants are: [CH3:1][C@H:2]1[CH2:7][NH:6][CH2:5][CH2:4][NH:3]1.[C:8](O[C:8]([O:10][C:11]([CH3:14])([CH3:13])[CH3:12])=[O:9])([O:10][C:11]([CH3:14])([CH3:13])[CH3:12])=[O:9]. (9) Given the product [NH2:3][OH:1].[F:6][C:7]1[CH:8]=[CH:9][C:10]([N:13]([C:25]2[N:29]([CH3:30])[C:28]3[CH:31]=[CH:32][CH:33]=[CH:34][C:27]=3[N:26]=2)[CH2:14][CH2:15][CH2:16][CH2:17][CH2:18][CH2:19][C:20]([NH:3][OH:1])=[O:21])=[N:11][CH:12]=1, predict the reactants needed to synthesize it. The reactants are: [OH-:1].[K+].[NH2:3]O.Cl.[F:6][C:7]1[CH:8]=[CH:9][C:10]([N:13]([C:25]2[N:29]([CH3:30])[C:28]3[CH:31]=[CH:32][CH:33]=[CH:34][C:27]=3[N:26]=2)[CH2:14][CH2:15][CH2:16][CH2:17][CH2:18][CH2:19][C:20](OCC)=[O:21])=[N:11][CH:12]=1. (10) Given the product [CH2:1]([C@H:3]1[N:12]([CH:13]([CH3:14])[CH3:15])[C:11]2[N:10]=[C:9]([NH:16][C:17]3[CH:18]=[CH:19][C:20]([C:26]([NH:66][CH2:65][C@H:64]([O:63][CH3:62])[CH2:67][N:68]4[CH2:73][CH2:72][N:71]([CH3:74])[CH2:70][CH2:69]4)=[O:28])=[C:21]4[C:25]=3[O:24][CH2:23][CH2:22]4)[N:8]=[CH:7][C:6]=2[N:5]([CH3:29])[C:4]1=[O:30])[CH3:2], predict the reactants needed to synthesize it. The reactants are: [CH2:1]([C@H:3]1[N:12]([CH:13]([CH3:15])[CH3:14])[C:11]2[N:10]=[C:9]([NH:16][C:17]3[CH:18]=[CH:19][C:20]([C:26]([OH:28])=O)=[C:21]4[C:25]=3[O:24][CH2:23][CH2:22]4)[N:8]=[CH:7][C:6]=2[N:5]([CH3:29])[C:4]1=[O:30])[CH3:2].F[B-](F)(F)F.N1(OC(N(C)C)=[N+](C)C)C2C=CC=CC=2N=N1.C(N(C(C)C)CC)(C)C.[CH3:62][O:63][C@H:64]([CH2:67][N:68]1[CH2:73][CH2:72][N:71]([CH3:74])[CH2:70][CH2:69]1)[CH2:65][NH2:66].C(=O)([O-])[O-].[Na+].[Na+].